From a dataset of Full USPTO retrosynthesis dataset with 1.9M reactions from patents (1976-2016). Predict the reactants needed to synthesize the given product. (1) Given the product [ClH:13].[Cl:13][C:14]1[CH:33]=[CH:32][C:17]([NH:18][C:19]2[C:28]3[C:23](=[CH:24][C:25]([O:31][CH2:61][CH2:60][C:56]4[CH:55]=[N:54][CH:59]=[CH:58][CH:57]=4)=[C:26]([O:29][CH3:30])[CH:27]=3)[N:22]=[CH:21][N:20]=2)=[C:16]([F:34])[CH:15]=1, predict the reactants needed to synthesize it. The reactants are: N(C(OCC)=O)=NC(OCC)=O.[Cl:13][C:14]1[CH:33]=[CH:32][C:17]([NH:18][C:19]2[C:28]3[C:23](=[CH:24][C:25]([OH:31])=[C:26]([O:29][CH3:30])[CH:27]=3)[N:22]=[CH:21][N:20]=2)=[C:16]([F:34])[CH:15]=1.C1(P(C2C=CC=CC=2)C2C=CC=CC=2)C=CC=CC=1.[N:54]1[CH:59]=[CH:58][CH:57]=[C:56]([CH2:60][CH2:61]O)[CH:55]=1. (2) Given the product [CH:1]([N:4]([C:20]([C@H:22]1[CH2:27][CH2:26][C@H:25]([CH3:28])[CH2:24][CH2:23]1)=[O:21])[C:5]1[S:6][C:7]([CH:14]2[CH2:19][CH2:18][N:17]([C:38]([NH:37][CH3:36])=[S:39])[CH2:16][CH2:15]2)=[CH:8][C:9]=1[C:10]([O:12][CH3:13])=[O:11])([CH3:3])[CH3:2], predict the reactants needed to synthesize it. The reactants are: [CH:1]([N:4]([C:20]([C@H:22]1[CH2:27][CH2:26][C@H:25]([CH3:28])[CH2:24][CH2:23]1)=[O:21])[C:5]1[S:6][C:7]([CH:14]2[CH2:19][CH2:18][NH:17][CH2:16][CH2:15]2)=[CH:8][C:9]=1[C:10]([O:12][CH3:13])=[O:11])([CH3:3])[CH3:2].C(N(CC)CC)C.[CH3:36][N:37]=[C:38]=[S:39].C(#N)C.O.